From a dataset of Full USPTO retrosynthesis dataset with 1.9M reactions from patents (1976-2016). Predict the reactants needed to synthesize the given product. (1) Given the product [C:1]([O:5][C:6](=[O:19])[N:7]([C@H:9]1[CH2:14][CH2:13][C@H:12](/[CH:15]=[CH:16]/[CH2:17][Cl:24])[CH2:11][CH2:10]1)[CH3:8])([CH3:4])([CH3:3])[CH3:2], predict the reactants needed to synthesize it. The reactants are: [C:1]([O:5][C:6](=[O:19])[N:7]([C@H:9]1[CH2:14][CH2:13][C@H:12](/[CH:15]=[CH:16]/[CH2:17]O)[CH2:11][CH2:10]1)[CH3:8])([CH3:4])([CH3:3])[CH3:2].CS([Cl:24])(=O)=O.N1C=CC=CC=1.O. (2) Given the product [C:9]([C:3]1[C:2]([Cl:1])=[C:7]([O:12][C:13]2[CH:14]=[CH:15][C:16]([NH:19][C:20]([C:22]3[C:23](=[O:37])[N:24]([C:31]4[CH:32]=[CH:33][CH:34]=[CH:35][CH:36]=4)[N:25]4[CH2:30][CH2:29][CH2:28][CH2:27][C:26]=34)=[O:21])=[N:17][CH:18]=2)[CH:6]=[CH:5][N:4]=1)(=[O:10])[NH2:11], predict the reactants needed to synthesize it. The reactants are: [Cl:1][C:2]1[C:3]([C:9]([NH2:11])=[O:10])=[N:4][CH:5]=[CH:6][C:7]=1Cl.[OH:12][C:13]1[CH:14]=[CH:15][C:16]([NH:19][C:20]([C:22]2[C:23](=[O:37])[N:24]([C:31]3[CH:36]=[CH:35][CH:34]=[CH:33][CH:32]=3)[N:25]3[CH2:30][CH2:29][CH2:28][CH2:27][C:26]=23)=[O:21])=[N:17][CH:18]=1.CC([O-])(C)C.[K+]. (3) Given the product [C:1]([O:4][CH2:5][C:6]([CH3:36])([CH3:35])[CH2:7][N:8]1[C:14]2[CH:15]=[CH:16][C:17]([Cl:19])=[CH:18][C:13]=2[C@@H:12]([C:20]2[CH:25]=[CH:24][CH:23]=[C:22]([O:26][CH3:27])[C:21]=2[O:28][CH3:29])[O:11][C@H:10]([CH2:30][C:31]([NH2:33])=[S:46])[C:9]1=[O:34])(=[O:3])[CH3:2], predict the reactants needed to synthesize it. The reactants are: [C:1]([O:4][CH2:5][C:6]([CH3:36])([CH3:35])[CH2:7][N:8]1[C:14]2[CH:15]=[CH:16][C:17]([Cl:19])=[CH:18][C:13]=2[C@@H:12]([C:20]2[CH:25]=[CH:24][CH:23]=[C:22]([O:26][CH3:27])[C:21]=2[O:28][CH3:29])[O:11][C@H:10]([CH2:30][C:31]([NH2:33])=O)[C:9]1=[O:34])(=[O:3])[CH3:2].COC1C=CC(P2(SP(C3C=CC(OC)=CC=3)(=S)S2)=[S:46])=CC=1.C(=O)([O-])O.[Na+]. (4) Given the product [Cl:34][C:20]1[CH:21]=[C:22]([NH:25][C:26]2[CH:31]=[CH:30][C:29]([F:32])=[CH:28][C:27]=2[F:33])[CH:23]=[CH:24][C:19]=1[C:18]([C:13]1[CH:12]=[C:11]([C:9]2[N:8]=[N:7][N:6]([CH2:5][C:4]([OH:36])=[O:3])[CH:10]=2)[CH:16]=[CH:15][C:14]=1[CH3:17])=[O:35], predict the reactants needed to synthesize it. The reactants are: C([O:3][C:4](=[O:36])[CH2:5][N:6]1[CH:10]=[C:9]([C:11]2[CH:16]=[CH:15][C:14]([CH3:17])=[C:13]([C:18](=[O:35])[C:19]3[CH:24]=[CH:23][C:22]([NH:25][C:26]4[CH:31]=[CH:30][C:29]([F:32])=[CH:28][C:27]=4[F:33])=[CH:21][C:20]=3[Cl:34])[CH:12]=2)[N:8]=[N:7]1)C.[Li+].[OH-].O.Cl. (5) Given the product [OH:22][C@@H:23]([CH:27]([CH3:29])[CH3:28])[C:24]([NH:1][C@H:2]([C:3](=[O:4])[NH:5][C@H:6]1[CH:12]=[C:11]([C:13]2[CH:18]=[CH:17][CH:16]=[CH:15][CH:14]=2)[CH:10]=[CH:9][N:8]([CH3:19])[C:7]1=[O:20])[CH3:21])=[O:25], predict the reactants needed to synthesize it. The reactants are: [NH2:1][C@@H:2]([CH3:21])[C:3]([NH:5][CH:6]1[CH:12]=[C:11]([C:13]2[CH:18]=[CH:17][CH:16]=[CH:15][CH:14]=2)[CH:10]=[CH:9][N:8]([CH3:19])[C:7]1=[O:20])=[O:4].[OH:22][C@@H:23]([CH:27]([CH3:29])[CH3:28])[C:24](O)=[O:25].O.OC1C2N=NNC=2C=CC=1.C(N(C(C)C)CC)(C)C.Cl.CN(C)CCCN=C=NCC. (6) Given the product [CH:49]1([C:2]2[CH:3]=[CH:4][C:5]([F:48])=[C:6]([C:8]3[S:9][C:10]([NH:40][C:41](=[O:47])[O:42][C:43]([CH3:44])([CH3:45])[CH3:46])=[C:11]([C:13](=[O:39])[NH:14][C:15]4[CH:16]=[N:17][N:18]([CH3:38])[C:19]=4[N:20]4[CH2:26][CH2:25][CH2:24][CH:23]([NH:27][C:28]([O:30][CH2:31][C:32]5[CH:37]=[CH:36][CH:35]=[CH:34][CH:33]=5)=[O:29])[CH2:22][CH2:21]4)[N:12]=3)[CH:7]=2)[CH2:51][CH2:50]1, predict the reactants needed to synthesize it. The reactants are: Cl[C:2]1[CH:3]=[CH:4][C:5]([F:48])=[C:6]([C:8]2[S:9][C:10]([NH:40][C:41](=[O:47])[O:42][C:43]([CH3:46])([CH3:45])[CH3:44])=[C:11]([C:13](=[O:39])[NH:14][C:15]3[CH:16]=[N:17][N:18]([CH3:38])[C:19]=3[N:20]3[CH2:26][CH2:25][CH2:24][CH:23]([NH:27][C:28]([O:30][CH2:31][C:32]4[CH:37]=[CH:36][CH:35]=[CH:34][CH:33]=4)=[O:29])[CH2:22][CH2:21]3)[N:12]=2)[CH:7]=1.[CH:49]1([B-](F)(F)F)[CH2:51][CH2:50]1.[K+].C(P(C12CC3CC(CC(C3)C1)C2)C12CC3CC(CC(C3)C1)C2)CCC.C(=O)([O-])[O-].[Cs+].[Cs+].